This data is from Catalyst prediction with 721,799 reactions and 888 catalyst types from USPTO. The task is: Predict which catalyst facilitates the given reaction. (1) Reactant: [NH2:1][C:2]1[S:3][CH:4]=[C:5]([C:7]2[CH:8]=[C:9]([C:31]([F:34])([F:33])[F:32])[C:10]3[N:11]([C:13]([Cl:30])=[C:14]([C:16]([N:18]4[CH2:22][CH2:21][CH:20]([C:23]5[CH:28]=[CH:27][CH:26]=[C:25]([F:29])[CH:24]=5)[CH2:19]4)=[O:17])[N:15]=3)[CH:12]=2)[N:6]=1.C(N(CC)C(C)C)(C)C.[C:44](Cl)(=[O:46])[CH3:45]. Product: [Cl:30][C:13]1[N:11]2[CH:12]=[C:7]([C:5]3[N:6]=[C:2]([NH:1][C:44](=[O:46])[CH3:45])[S:3][CH:4]=3)[CH:8]=[C:9]([C:31]([F:34])([F:33])[F:32])[C:10]2=[N:15][C:14]=1[C:16]([N:18]1[CH2:22][CH2:21][CH:20]([C:23]2[CH:28]=[CH:27][CH:26]=[C:25]([F:29])[CH:24]=2)[CH2:19]1)=[O:17]. The catalyst class is: 3. (2) Reactant: [O:1]1[C:5]2([CH2:10][CH2:9][N:8]([C:11]3[CH:16]=[CH:15][C:14]([C:17](=O)[CH3:18])=[CH:13][CH:12]=3)[CH2:7][CH2:6]2)OCC1.[OH2:20].[OH2:21].O.[N+]([O-])([O-])=O.[N+]([O-])([O-])=O.[N+]([O-])([O-])=O.[Tl+3].C(Cl)Cl.Cl(O)(=O)(=O)=O. Product: [O:1]=[C:5]1[CH2:6][CH2:7][N:8]([C:11]2[CH:12]=[CH:13][C:14]([CH2:17][C:18]([OH:21])=[O:20])=[CH:15][CH:16]=2)[CH2:9][CH2:10]1. The catalyst class is: 5.